Predict the product of the given reaction. From a dataset of Forward reaction prediction with 1.9M reactions from USPTO patents (1976-2016). Given the reactants [Cl:1][C:2]1[CH:16]=[CH:15][C:14]([Cl:17])=[CH:13][C:3]=1[CH2:4][NH:5][C:6](=[O:12])[CH:7](OC)OC.C([O-])(O)=O.[Na+], predict the reaction product. The product is: [Cl:17][C:14]1[CH:15]=[CH:16][C:2]([Cl:1])=[C:3]2[C:13]=1[CH:7]=[C:6]([OH:12])[N:5]=[CH:4]2.